This data is from Full USPTO retrosynthesis dataset with 1.9M reactions from patents (1976-2016). The task is: Predict the reactants needed to synthesize the given product. (1) The reactants are: [OH:1][CH2:2][C@H:3]1[CH2:8][CH2:7][CH2:6][N:5]([C:9]([O:11][C:12]([CH3:15])([CH3:14])[CH3:13])=[O:10])[CH2:4]1.[Br:16][C:17]1[C:22](O)=[CH:21][CH:20]=[CH:19][N:18]=1.C1(P(C2C=CC=CC=2)C2C=CC=CC=2)C=CC=CC=1.N(C(OC(C)C)=O)=NC(OC(C)C)=O. Given the product [C:12]([O:11][C:9]([N:5]1[CH2:6][CH2:7][CH2:8][C@H:3]([CH2:2][O:1][C:22]2[C:17]([Br:16])=[N:18][CH:19]=[CH:20][CH:21]=2)[CH2:4]1)=[O:10])([CH3:15])([CH3:14])[CH3:13], predict the reactants needed to synthesize it. (2) Given the product [F:1][C:2]1[CH:7]=[CH:6][C:5]([C:8]2([CH2:21][O:22][CH:23]([C:25]3[CH:26]=[C:27]([C:35]([F:37])([F:36])[F:38])[CH:28]=[C:29]4[C:33]=3[NH:32][CH:31]=[CH:30]4)[CH3:24])[CH2:9][CH2:10][N:11]([C:14]([O:16][C:17]([CH3:19])([CH3:18])[CH3:20])=[O:15])[CH2:12][CH2:13]2)=[CH:4][CH:3]=1, predict the reactants needed to synthesize it. The reactants are: [F:1][C:2]1[CH:7]=[CH:6][C:5]([C:8]2([CH2:21][O:22][CH:23]([C:25]3[CH:26]=[C:27]([C:35]([F:38])([F:37])[F:36])[CH:28]=[C:29]4[C:33]=3[N:32](C)[CH:31]=[CH:30]4)[CH3:24])[CH2:13][CH2:12][N:11]([C:14]([O:16][C:17]([CH3:20])([CH3:19])[CH3:18])=[O:15])[CH2:10][CH2:9]2)=[CH:4][CH:3]=1.C(=O)=O. (3) Given the product [CH2:8]([C:7]([C:15]1[C:16]2[C:21](=[C:20]([NH:22][S:23]([CH3:26])(=[O:24])=[O:25])[CH:19]=[CH:18][CH:17]=2)[NH:13][CH:14]=1)([C:3]1[CH:2]=[N:1][CH:6]=[CH:5][CH:4]=1)[CH2:10][CH3:11])[CH3:9], predict the reactants needed to synthesize it. The reactants are: [N:1]1[CH:6]=[CH:5][CH:4]=[C:3]([C:7](O)([C:10]#[CH:11])[C:8]#[CH:9])[CH:2]=1.[NH:13]1[C:21]2[C:16](=[CH:17][CH:18]=[CH:19][C:20]=2[NH:22][S:23]([CH3:26])(=[O:25])=[O:24])[CH:15]=[CH:14]1.FC(F)(F)C(O)=O.C([O-])=O.[NH4+]. (4) Given the product [CH2:14]([O:8][C:7]([C:6]1[CH:10]=[CH:11][C:3]([B:2]([OH:12])[OH:1])=[CH:4][CH:5]=1)=[O:9])[CH3:15], predict the reactants needed to synthesize it. The reactants are: [OH:1][B:2]([OH:12])[C:3]1[CH:11]=[CH:10][C:6]([C:7]([OH:9])=[O:8])=[CH:5][CH:4]=1.Cl.[CH2:14](O)[CH3:15]. (5) Given the product [Cl:1][C:2]1[CH:3]=[CH:4][CH:5]=[C:6]2[C:10]=1[N:9]([CH2:11][CH2:12][CH3:13])[N:8]=[C:7]2[C:14]1[CH:19]=[CH:18][C:17]([OH:20])=[CH:16][C:15]=1[CH3:22], predict the reactants needed to synthesize it. The reactants are: [Cl:1][C:2]1[CH:3]=[CH:4][CH:5]=[C:6]2[C:10]=1[N:9]([CH2:11][CH2:12][CH3:13])[N:8]=[C:7]2[C:14]1[CH:19]=[CH:18][C:17]([O:20]C)=[CH:16][C:15]=1[CH3:22].B(Br)(Br)Br.C1CCCCC=1. (6) Given the product [CH:23]([O:26][C:7]1[CH:15]=[CH:14][C:10]([C:11]([OH:13])=[O:12])=[CH:9][C:8]=1[C:16]([F:19])([F:18])[F:17])([CH3:25])[CH3:24], predict the reactants needed to synthesize it. The reactants are: CN(C)C=O.F[C:7]1[CH:15]=[CH:14][C:10]([C:11]([OH:13])=[O:12])=[CH:9][C:8]=1[C:16]([F:19])([F:18])[F:17].[H-].[Na+].Cl.[CH:23]([OH:26])([CH3:25])[CH3:24]. (7) Given the product [Cl:1][C:2]1[N:3]=[C:4]([N:22]2[CH2:27][CH2:26][O:25][CH2:24][CH2:23]2)[C:5]2[S:10][C:9]([CH2:11][N:12]3[CH2:13][CH2:14][N:15]([C:18](=[O:21])[CH2:19][O:20][CH:40]4[CH2:41][CH2:42][CH2:43][CH2:44][O:39]4)[CH2:16][CH2:17]3)=[CH:8][C:6]=2[N:7]=1, predict the reactants needed to synthesize it. The reactants are: [Cl:1][C:2]1[N:3]=[C:4]([N:22]2[CH2:27][CH2:26][O:25][CH2:24][CH2:23]2)[C:5]2[S:10][C:9]([CH2:11][N:12]3[CH2:17][CH2:16][N:15]([C:18](=[O:21])[CH2:19][OH:20])[CH2:14][CH2:13]3)=[CH:8][C:6]=2[N:7]=1.C1(C)C=CC(S(O)(=O)=O)=CC=1.[O:39]1[CH:44]=[CH:43][CH2:42][CH2:41][CH2:40]1.